Dataset: NCI-60 drug combinations with 297,098 pairs across 59 cell lines. Task: Regression. Given two drug SMILES strings and cell line genomic features, predict the synergy score measuring deviation from expected non-interaction effect. Drug 1: C1CN1P(=S)(N2CC2)N3CC3. Drug 2: CC1=C2C(C(=O)C3(C(CC4C(C3C(C(C2(C)C)(CC1OC(=O)C(C(C5=CC=CC=C5)NC(=O)OC(C)(C)C)O)O)OC(=O)C6=CC=CC=C6)(CO4)OC(=O)C)O)C)O. Cell line: MDA-MB-231. Synergy scores: CSS=26.4, Synergy_ZIP=-6.01, Synergy_Bliss=1.05, Synergy_Loewe=1.37, Synergy_HSA=1.53.